Dataset: Catalyst prediction with 721,799 reactions and 888 catalyst types from USPTO. Task: Predict which catalyst facilitates the given reaction. (1) Reactant: [CH3:1][O:2][C:3]1[CH:8]=[CH:7][C:6]([NH:9][C:10]2[CH:15]=[CH:14][CH:13]=[C:12]([C:16]([F:19])([F:18])[F:17])[C:11]=2[N+:20]([O-])=O)=[CH:5][CH:4]=1. Product: [CH3:1][O:2][C:3]1[CH:4]=[CH:5][C:6]([NH:9][C:10]2[C:11]([NH2:20])=[C:12]([C:16]([F:17])([F:19])[F:18])[CH:13]=[CH:14][CH:15]=2)=[CH:7][CH:8]=1. The catalyst class is: 33. (2) Reactant: [CH:1]([N:4]1[C:8]([C:9]2[CH:10]=[C:11]3[N:17]([N:18]=2)[C:16]2[CH:19]=[C:20]([C:23](O)=[O:24])[CH:21]=[CH:22][C:15]=2[O:14][CH2:13][CH2:12]3)=[N:7][CH:6]=[N:5]1)([CH3:3])[CH3:2].CCN(C(C)C)C(C)C.CN(C(ON1N=NC2C=CC=NC1=2)=[N+](C)C)C.F[P-](F)(F)(F)(F)F.C1C=CC2N(O)N=NC=2C=1.[NH2:69][CH2:70][C:71]([CH3:74])([OH:73])[CH3:72]. Product: [OH:73][C:71]([CH3:74])([CH3:72])[CH2:70][NH:69][C:23]([C:20]1[CH:21]=[CH:22][C:15]2[O:14][CH2:13][CH2:12][C:11]3[N:17]([N:18]=[C:9]([C:8]4[N:4]([CH:1]([CH3:2])[CH3:3])[N:5]=[CH:6][N:7]=4)[CH:10]=3)[C:16]=2[CH:19]=1)=[O:24]. The catalyst class is: 3. (3) Product: [NH2:41][C:38]1[CH:37]=[CH:36][C:35]([S:32]([N:28]([CH:29]([CH3:31])[CH3:30])[C@H:27]([CH2:42][OH:43])[CH2:26][C:25]([F:48])([F:47])[CH2:24][CH2:23][NH:22][C:20](=[O:21])[C@H:6]([CH:7]([C:14]2[CH:19]=[CH:18][CH:17]=[CH:16][CH:15]=2)[C:8]2[CH:9]=[CH:10][CH:11]=[CH:12][CH:13]=2)[NH:5][C:3]([O:2][CH3:1])=[O:4])(=[O:33])=[O:34])=[CH:40][CH:39]=1. Reactant: [CH3:1][O:2][C:3]([NH:5][C@H:6]([C:20]([NH:22][CH2:23][CH2:24][C:25]([F:48])([F:47])[CH2:26][C@@H:27]([C:42](OCC)=[O:43])[N:28]([S:32]([C:35]1[CH:40]=[CH:39][C:38]([NH2:41])=[CH:37][CH:36]=1)(=[O:34])=[O:33])[CH:29]([CH3:31])[CH3:30])=[O:21])[CH:7]([C:14]1[CH:19]=[CH:18][CH:17]=[CH:16][CH:15]=1)[C:8]1[CH:13]=[CH:12][CH:11]=[CH:10][CH:9]=1)=[O:4].[BH4-].[Li+].CO.O. The catalyst class is: 1. (4) Reactant: [CH3:1][C:2]([N:4]([CH3:6])[CH3:5])=O.[CH3:1][C:2]([N:4]([CH3:6])[CH3:5])=O.[CH2:13]([N:15]1[C:23]2[C:18](=[CH:19][C:20]([C:24]3[NH:25][C:26]4[N:27]([N:31]=[C:32]([CH3:37])[C:33]=4[C:34]([NH2:36])=[O:35])[C:28](=[O:30])[CH:29]=3)=[CH:21][CH:22]=2)[CH:17]=[N:16]1)[CH3:14]. Product: [CH3:5][N:4]([CH3:6])/[C:2](=[N:36]/[C:34]([C:33]1[C:32]([CH3:37])=[N:31][N:27]2[C:28](=[O:30])[CH:29]=[C:24]([C:20]3[CH:19]=[C:18]4[C:23](=[CH:22][CH:21]=3)[N:15]([CH2:13][CH3:14])[N:16]=[CH:17]4)[NH:25][C:26]=12)=[O:35])/[CH3:1]. The catalyst class is: 3.